From a dataset of Forward reaction prediction with 1.9M reactions from USPTO patents (1976-2016). Predict the product of the given reaction. Given the reactants NC1[S:3][C:4]2[CH:10]=[C:9]([C:11]([OH:13])=[O:12])[CH:8]=[CH:7][C:5]=2[N:6]=1.Cl, predict the reaction product. The product is: [NH2:6][C:5]1[CH:7]=[CH:8][C:9]([C:11]([OH:13])=[O:12])=[CH:10][C:4]=1[SH:3].